Dataset: Catalyst prediction with 721,799 reactions and 888 catalyst types from USPTO. Task: Predict which catalyst facilitates the given reaction. (1) Reactant: [Cl:1][C:2]1[C:7]([Cl:8])=[CH:6][C:5]([O:9][CH2:10][C:11](OCC)=[O:12])=[C:4]([N+:16]([O-])=O)[CH:3]=1.O.O.Cl[Sn]Cl.CC#N.O.FC(F)(F)C(O)=O. Product: [Cl:1][C:2]1[C:7]([Cl:8])=[CH:6][C:5]2[O:9][CH2:10][C:11](=[O:12])[NH:16][C:4]=2[CH:3]=1. The catalyst class is: 8. (2) Reactant: C[C@@H]1O[C@@H]([O:8][CH2:9][C@H:10]2[O:15][C@@H:14]([O:16][C:17]3[C:26](=[O:27])[C:25]4[C:24]([OH:28])=[CH:23][C:22]([OH:29])=[CH:21][C:20]=4[O:19][C:18]=3[C:30]3[CH:31]=[CH:32][C:33]([OH:37])=[C:34]([OH:36])[CH:35]=3)[C@H:13]([OH:38])[C@@H:12]([OH:39])[C@@H:11]2[OH:40])[C@H](O)[C@H](O)[C@H]1O. Product: [CH:31]1[C:30]([C:18]2[O:19][C:20]3[C:25](=[C:24]([OH:28])[CH:23]=[C:22]([OH:29])[CH:21]=3)[C:26](=[O:27])[C:17]=2[O:16][C@@H:14]2[O:15][C@H:10]([CH2:9][OH:8])[C@@H:11]([OH:40])[C@H:12]([OH:39])[C@H:13]2[OH:38])=[CH:35][C:34]([OH:36])=[C:33]([OH:37])[CH:32]=1. The catalyst class is: 6. (3) Reactant: [CH3:1][N:2]1[CH2:7][CH2:6][O:5][CH2:4][CH:3]1[CH2:8][OH:9].[H-].[Na+].[N+](C1C=CC([O:21][C:22]([N:24]2[CH2:29][CH2:28][N:27]([C:30]3[CH:35]=[CH:34][C:33]([F:36])=[CH:32][C:31]=3[F:37])[CH2:26][CH2:25]2)=O)=CC=1)([O-])=O. Product: [F:37][C:31]1[CH:32]=[C:33]([F:36])[CH:34]=[CH:35][C:30]=1[N:27]1[CH2:28][CH2:29][N:24]([C:22]([O:9][CH2:8][CH:3]2[CH2:4][O:5][CH2:6][CH2:7][N:2]2[CH3:1])=[O:21])[CH2:25][CH2:26]1. The catalyst class is: 1. (4) Reactant: Cl[C:2]([O:4][CH2:5][CH3:6])=[O:3].C1O[C:10]2([CH2:19][CH2:18][C:13]3([NH:17][CH2:16][CH2:15][CH2:14]3)[CH2:12][CH2:11]2)[O:9]C1.C(N(CC)CC)C. Product: [N:17]1([C:2]([O:4][CH2:5][CH3:6])=[O:3])[C:13]2([CH2:18][CH2:19][C:10](=[O:9])[CH2:11][CH2:12]2)[CH2:14][CH2:15][CH2:16]1. The catalyst class is: 119. (5) Reactant: [OH-].[Na+].CO.[CH:5]1([C:8]2[CH:13]=[C:12]([CH2:14][N:15]3[CH2:20][CH2:19][CH:18]([N:21]4[CH2:30][CH2:29][C:28]5[N:27]=[C:26]([CH2:31][CH2:32][CH3:33])[C:25]([C:34]([O:36]C)=[O:35])=[CH:24][C:23]=5[C:22]4=[O:38])[CH2:17][CH2:16]3)[CH:11]=[C:10]([O:39][CH2:40][CH3:41])[C:9]=2[C:42]2[CH:47]=[CH:46][C:45]([F:48])=[C:44]([F:49])[CH:43]=2)[CH2:7][CH2:6]1.Cl. Product: [CH:5]1([C:8]2[CH:13]=[C:12]([CH2:14][N:15]3[CH2:20][CH2:19][CH:18]([N:21]4[CH2:30][CH2:29][C:28]5[N:27]=[C:26]([CH2:31][CH2:32][CH3:33])[C:25]([C:34]([OH:36])=[O:35])=[CH:24][C:23]=5[C:22]4=[O:38])[CH2:17][CH2:16]3)[CH:11]=[C:10]([O:39][CH2:40][CH3:41])[C:9]=2[C:42]2[CH:47]=[CH:46][C:45]([F:48])=[C:44]([F:49])[CH:43]=2)[CH2:6][CH2:7]1. The catalyst class is: 476. (6) Reactant: CN(C)CCC[O:6][C:7]([C:9]1[S:18][C:17]2[C:16]3[CH:19]=[CH:20][C:21]([O:23][CH2:24]CCN(C)C)=[CH:22][C:15]=3[O:14][C:13]3[CH:30]=[CH:31][CH:32]=[CH:33][C:12]=3[C:11]=2[CH:10]=1)=[O:8].[OH-].[Na+]. Product: [CH3:24][O:23][C:21]1[CH:20]=[CH:19][C:16]2[C:17]3[S:18][C:9]([C:7]([OH:8])=[O:6])=[CH:10][C:11]=3[C:12]3[CH:33]=[CH:32][CH:31]=[CH:30][C:13]=3[O:14][C:15]=2[CH:22]=1. The catalyst class is: 40. (7) Reactant: [Cl:1][C:2]1[CH:3]=[CH:4][C:5](I)=[C:6]([CH:8]=1)[NH2:7].[C:10]([OH:15])(=[O:14])[C:11]([CH3:13])=O.C1N2CCN(CC2)C1. Product: [Cl:1][C:2]1[CH:8]=[C:6]2[C:5]([CH:13]=[C:11]([C:10]([OH:15])=[O:14])[NH:7]2)=[CH:4][CH:3]=1. The catalyst class is: 274.